This data is from Full USPTO retrosynthesis dataset with 1.9M reactions from patents (1976-2016). The task is: Predict the reactants needed to synthesize the given product. (1) Given the product [NH2:27][C:28]1[N:29]=[CH:30][C:31]([C:2]2[N:3]=[C:4]([N:21]3[CH2:26][CH2:25][O:24][CH2:23][CH2:22]3)[C:5]3[S:10][C:9]([C:11]4[CH:12]=[C:13]([C:17]([OH:20])([CH3:19])[CH3:18])[CH:14]=[CH:15][CH:16]=4)=[CH:8][C:6]=3[N:7]=2)=[CH:32][CH:33]=1, predict the reactants needed to synthesize it. The reactants are: Cl[C:2]1[N:3]=[C:4]([N:21]2[CH2:26][CH2:25][O:24][CH2:23][CH2:22]2)[C:5]2[S:10][C:9]([C:11]3[CH:12]=[C:13]([C:17]([OH:20])([CH3:19])[CH3:18])[CH:14]=[CH:15][CH:16]=3)=[CH:8][C:6]=2[N:7]=1.[NH2:27][C:28]1[CH:33]=[CH:32][C:31](B2OC(C)(C)C(C)(C)O2)=[CH:30][N:29]=1. (2) Given the product [OH:4][CH2:5][CH2:6][O:7][C:8]1[CH:9]=[CH:10][C:11]([C:14]2[CH:19]=[CH:18][C:17]([C:20]([OH:22])=[O:21])=[CH:16][C:15]=2[CH3:25])=[CH:12][CH:13]=1, predict the reactants needed to synthesize it. The reactants are: O.[OH-].[Li+].[OH:4][CH2:5][CH2:6][O:7][C:8]1[CH:13]=[CH:12][C:11]([C:14]2[CH:19]=[CH:18][C:17]([C:20]([O:22]CC)=[O:21])=[CH:16][C:15]=2[CH3:25])=[CH:10][CH:9]=1.C(O)C.Cl.